This data is from Reaction yield outcomes from USPTO patents with 853,638 reactions. The task is: Predict the reaction yield, written as a fraction of the theoretical maximum amount of product (1.0 means a 100% yield; for example, 0.34 means a 34% yield). (1) The reactants are [CH3:1][O:2][NH:3][CH2:4][CH2:5][CH2:6][C:7]1[C:12]([Cl:13])=[CH:11][C:10]([Cl:14])=[CH:9][C:8]=1[Cl:15].C(N(CC)CC)C.[F:23][CH:24]([F:34])[C:25]1[C:29]([C:30](Cl)=[O:31])=[CH:28][N:27]([CH3:33])[N:26]=1. The yield is 0.910. The product is [CH3:1][O:2][N:3]([CH2:4][CH2:5][CH2:6][C:7]1[C:8]([Cl:15])=[CH:9][C:10]([Cl:14])=[CH:11][C:12]=1[Cl:13])[C:30]([C:29]1[C:25]([CH:24]([F:34])[F:23])=[N:26][N:27]([CH3:33])[CH:28]=1)=[O:31]. The catalyst is ClCCl.O. (2) The reactants are BrBr.Br[CH2:4][C:5]([O:7][CH2:8][CH3:9])=[O:6].[Br:10][C:11]1[CH:24]=[C:23]2[C:14]([O:15][C:16]3[C:17]([F:28])=[CH:18][C:19]([O:26][CH3:27])=[CH:20][C:21]=3[C:22]2=[O:25])=[CH:13][CH:12]=1.C1COCC1. The catalyst is C(OCC)C.[Zn]. The product is [Br:10][C:11]1[CH:24]=[C:23]2[C:14]([O:15][C:16]3[C:17]([F:28])=[CH:18][C:19]([O:26][CH3:27])=[CH:20][C:21]=3[C:22]2([CH2:4][C:5]([O:7][CH2:8][CH3:9])=[O:6])[OH:25])=[CH:13][CH:12]=1. The yield is 1.00. (3) The reactants are [N:1]12[CH2:8][CH2:7][C:4]([C:9]([C:16]3[S:17][CH:18]=[CH:19][CH:20]=3)([C:11]3[S:12][CH:13]=[CH:14][CH:15]=3)[OH:10])([CH2:5][CH2:6]1)[CH2:3][CH2:2]2.[C:21]1([O:27][CH2:28][CH2:29][CH2:30][Br:31])[CH:26]=[CH:25][CH:24]=[CH:23][CH:22]=1. The catalyst is C(Cl)(Cl)Cl. The product is [Br-:31].[OH:10][C:9]([C:16]1[S:17][CH:18]=[CH:19][CH:20]=1)([C:11]1[S:12][CH:13]=[CH:14][CH:15]=1)[C:4]12[CH2:5][CH2:6][N+:1]([CH2:30][CH2:29][CH2:28][O:27][C:21]3[CH:26]=[CH:25][CH:24]=[CH:23][CH:22]=3)([CH2:8][CH2:7]1)[CH2:2][CH2:3]2. The yield is 0.454. (4) The reactants are [Br:1][C:2]1[CH:7]=[CH:6][C:5]([CH:8]=[CH:9][CH2:10][C:11]2[CH:16]=[CH:15][C:14]([O:17][CH3:18])=[CH:13][CH:12]=2)=[CH:4][CH:3]=1.Cl.[NH:20]([CH2:22][C:23]([O:25][CH2:26][CH3:27])=[O:24])[NH2:21]. The catalyst is C(O)C. The product is [CH2:26]([O:25][C:23](=[O:24])[CH2:22][N:20]1[CH:8]([C:5]2[CH:4]=[CH:3][C:2]([Br:1])=[CH:7][CH:6]=2)[CH2:9][C:10]([C:11]2[CH:12]=[CH:13][C:14]([O:17][CH3:18])=[CH:15][CH:16]=2)=[N:21]1)[CH3:27]. The yield is 0.780. (5) The reactants are CO[C:3](=[O:26])[C:4]1[CH:9]=[CH:8][C:7]([O:10][CH2:11][C:12]2[C:13]([C:18]3[CH:23]=[CH:22][C:21]([F:24])=[C:20]([F:25])[CH:19]=3)=[N:14][O:15][C:16]=2[CH3:17])=[N:6][CH:5]=1.[NH2:27][CH2:28][C:29]([CH3:32])([OH:31])[CH3:30]. No catalyst specified. The product is [F:25][C:20]1[CH:19]=[C:18]([C:13]2[C:12]([CH2:11][O:10][C:7]3[CH:8]=[CH:9][C:4]([C:3]([NH:27][CH2:28][C:29]([OH:31])([CH3:32])[CH3:30])=[O:26])=[CH:5][N:6]=3)=[C:16]([CH3:17])[O:15][N:14]=2)[CH:23]=[CH:22][C:21]=1[F:24]. The yield is 0.170.